From a dataset of TCR-epitope binding with 47,182 pairs between 192 epitopes and 23,139 TCRs. Binary Classification. Given a T-cell receptor sequence (or CDR3 region) and an epitope sequence, predict whether binding occurs between them. The epitope is IPSINVHHY. The TCR CDR3 sequence is CSVMRTDFQYF. Result: 1 (the TCR binds to the epitope).